Dataset: Forward reaction prediction with 1.9M reactions from USPTO patents (1976-2016). Task: Predict the product of the given reaction. (1) Given the reactants Br[C:2]1[C:3]2[C:4]3[CH:18]=[CH:17][S:16][C:5]=3[C:6](=[O:15])[NH:7][C:8]=2[C:9]([CH3:14])=[CH:10][C:11]=1[O:12][CH3:13].CC1(C)C(C)(C)OB([C:27]2[CH:32]=[CH:31][C:30]([C:33]3([CH2:37][NH:38][C:39](=[O:45])[O:40][C:41]([CH3:44])([CH3:43])[CH3:42])[CH2:36][CH2:35][CH2:34]3)=[CH:29][CH:28]=2)O1, predict the reaction product. The product is: [C:41]([O:40][C:39](=[O:45])[NH:38][CH2:37][C:33]1([C:30]2[CH:29]=[CH:28][C:27]([C:2]3[C:3]4[C:4]5[CH:18]=[CH:17][S:16][C:5]=5[C:6](=[O:15])[NH:7][C:8]=4[C:9]([CH3:14])=[CH:10][C:11]=3[O:12][CH3:13])=[CH:32][CH:31]=2)[CH2:36][CH2:35][CH2:34]1)([CH3:44])([CH3:42])[CH3:43]. (2) Given the reactants C([Si](C)(C)[O:6][CH2:7][CH2:8][N:9]1[CH:13]=[CH:12][C:11]([NH:14][C:15](=[O:34])[CH:16]([C:23]2[CH:28]=[CH:27][C:26]([S:29]([CH3:32])(=[O:31])=[O:30])=[C:25]([Cl:33])[CH:24]=2)[CH2:17][CH:18]2[CH2:22][CH2:21][O:20][CH2:19]2)=[N:10]1)(C)(C)C, predict the reaction product. The product is: [Cl:33][C:25]1[CH:24]=[C:23]([CH:16]([CH2:17][CH:18]2[CH2:22][CH2:21][O:20][CH2:19]2)[C:15]([NH:14][C:11]2[CH:12]=[CH:13][N:9]([CH2:8][CH2:7][OH:6])[N:10]=2)=[O:34])[CH:28]=[CH:27][C:26]=1[S:29]([CH3:32])(=[O:30])=[O:31].